Dataset: Catalyst prediction with 721,799 reactions and 888 catalyst types from USPTO. Task: Predict which catalyst facilitates the given reaction. (1) Reactant: [I:1][C:2]1[CH:8]=[C:7]([I:9])[C:6]([O:10][CH3:11])=[CH:5][C:3]=1[NH2:4].[N:12]([O-])=O.[Na+].[H+].[B-:17]([F:21])([F:20])([F:19])[F:18]. Product: [F:18][B-:17]([F:21])([F:20])[F:19].[I:1][C:2]1[CH:8]=[C:7]([I:9])[C:6]([O:10][CH3:11])=[CH:5][C:3]=1[N+:4]#[N:12]. The catalyst class is: 6. (2) Reactant: Cl[Si](C)(C)C.[F:6][C:7]1[CH:12]=[CH:11][C:10]([C:13](=[O:31])[CH2:14][CH2:15][CH2:16][C:17]([N:19]2[C@@H:23]([C:24]3[CH:29]=[CH:28][CH:27]=[CH:26][CH:25]=3)[CH2:22][O:21][C:20]2=[O:30])=[O:18])=[CH:9][CH:8]=1.[CH2:32](O)[CH2:33][OH:34].C(=O)([O-])O.[Na+]. Product: [F:6][C:7]1[CH:12]=[CH:11][C:10]([C:13]2([CH2:14][CH2:15][CH2:16][C:17]([N:19]3[C@@H:23]([C:24]4[CH:25]=[CH:26][CH:27]=[CH:28][CH:29]=4)[CH2:22][O:21][C:20]3=[O:30])=[O:18])[O:34][CH2:33][CH2:32][O:31]2)=[CH:9][CH:8]=1. The catalyst class is: 11.